From a dataset of Full USPTO retrosynthesis dataset with 1.9M reactions from patents (1976-2016). Predict the reactants needed to synthesize the given product. Given the product [Br:24][C:25]1[CH:30]=[C:29]([C:12]2[C:4]([CH:1]3[CH2:2][CH2:3]3)=[C:5]3[C:9](=[CH:10][CH:11]=2)[N:8]([CH3:22])[C:7](=[O:23])[CH2:6]3)[CH:28]=[N:27][CH:26]=1, predict the reactants needed to synthesize it. The reactants are: [CH:1]1([C:4]2[C:12](B3OC(C)(C)C(C)(C)O3)=[CH:11][CH:10]=[C:9]3[C:5]=2[CH2:6][C:7](=[O:23])[N:8]3[CH3:22])[CH2:3][CH2:2]1.[Br:24][C:25]1[CH:26]=[N:27][CH:28]=[C:29](Br)[CH:30]=1.COCCOC.C(=O)([O-])[O-].[Na+].[Na+].